From a dataset of Full USPTO retrosynthesis dataset with 1.9M reactions from patents (1976-2016). Predict the reactants needed to synthesize the given product. (1) The reactants are: C(O[C@@H]1[C@@H](OC(=O)C)[C@H](OC(=O)C)[C@@H](COC(=O)C)O[C@H]1O[C:8]1[CH:13]=[CH:12][C:11]([N+]([O-])=O)=[CH:10][CH:9]=1)(=O)C.[CH3:34][OH:35].C[O-:37].[Na+].[CH3:39][C:40]([OH:42])=[O:41]. Given the product [CH:8]1[CH:9]=[C:10]2[C:39]([C:40]([OH:42])([OH:41])[C:34](=[O:35])[C:11]2=[CH:12][CH:13]=1)=[O:37], predict the reactants needed to synthesize it. (2) Given the product [OH:30][C:21]1([C:19]#[C:20][C:2]2[CH:3]=[CH:4][C:5]3[O:11][CH2:10][CH2:9][N:8]4[CH:12]=[C:13]([C:15]([NH2:17])=[O:16])[N:14]=[C:7]4[C:6]=3[CH:18]=2)[C:25]2=[N:26][CH:27]=[CH:28][CH:29]=[C:24]2[CH2:23][CH2:22]1, predict the reactants needed to synthesize it. The reactants are: Br[C:2]1[CH:3]=[CH:4][C:5]2[O:11][CH2:10][CH2:9][N:8]3[CH:12]=[C:13]([C:15]([NH2:17])=[O:16])[N:14]=[C:7]3[C:6]=2[CH:18]=1.[C:19]([C:21]1([OH:30])[C:25]2=[N:26][CH:27]=[CH:28][CH:29]=[C:24]2[CH2:23][CH2:22]1)#[CH:20]. (3) The reactants are: [NH2:1][C:2]1[CH:7]=[CH:6][C:5]([CH3:8])=[CH:4][C:3]=1[S:9]([NH2:12])(=[O:11])=[O:10].N1C=CC=CC=1.Cl[C:20]([CH2:22][C:23]([O:25][CH2:26][CH3:27])=[O:24])=[O:21]. Given the product [CH2:26]([O:25][C:23](=[O:24])[CH2:22][C:20]([NH:1][C:2]1[CH:7]=[CH:6][C:5]([CH3:8])=[CH:4][C:3]=1[S:9](=[O:10])(=[O:11])[NH2:12])=[O:21])[CH3:27], predict the reactants needed to synthesize it. (4) Given the product [O:13]1[C:12]2[CH:16]=[CH:17][C:9]([S:6]([N:5]([CH2:18][CH:19]([CH3:20])[CH3:21])[CH2:4][C@@H:3]([OH:22])[C@@H:2]([NH:1][C:38](=[O:49])[O:39][CH:40]3[CH:48]4[CH:43]([O:44][CH2:45][CH2:46][CH2:47]4)[O:42][CH2:41]3)[CH2:23][C:24]3[CH:25]=[CH:26][C:27]([O:30][CH2:31][C:32]4[CH:33]=[CH:34][CH:35]=[CH:36][CH:37]=4)=[CH:28][CH:29]=3)(=[O:7])=[O:8])=[CH:10][C:11]=2[O:15][CH2:14]1, predict the reactants needed to synthesize it. The reactants are: [NH2:1][C@@H:2]([CH2:23][C:24]1[CH:29]=[CH:28][C:27]([O:30][CH2:31][C:32]2[CH:37]=[CH:36][CH:35]=[CH:34][CH:33]=2)=[CH:26][CH:25]=1)[C@H:3]([OH:22])[CH2:4][N:5]([CH2:18][CH:19]([CH3:21])[CH3:20])[S:6]([C:9]1[CH:17]=[CH:16][C:12]2[O:13][CH2:14][O:15][C:11]=2[CH:10]=1)(=[O:8])=[O:7].[C:38](=O)([O:49]C1C=CC([N+]([O-])=O)=CC=1)[O:39][CH:40]1[CH:48]2[CH:43]([O:44][CH2:45][CH2:46][CH2:47]2)[O:42][CH2:41]1.C(N(C(C)C)CC)(C)C.C(#N)C. (5) Given the product [C:5]1([O:4][C:2](=[O:3])[NH:11][C:12]2[CH:19]=[C:18]([O:20][CH2:21][C:22]3[S:23][CH:24]=[CH:25][CH:26]=3)[C:15]([C:16]#[N:17])=[CH:14][N:13]=2)[CH:10]=[CH:9][CH:8]=[CH:7][CH:6]=1, predict the reactants needed to synthesize it. The reactants are: Cl[C:2]([O:4][C:5]1[CH:10]=[CH:9][CH:8]=[CH:7][CH:6]=1)=[O:3].[NH2:11][C:12]1[CH:19]=[C:18]([O:20][CH2:21][C:22]2[S:23][CH:24]=[CH:25][CH:26]=2)[C:15]([C:16]#[N:17])=[CH:14][N:13]=1.N1C=CC=CC=1. (6) Given the product [C:5]([O:4][CH2:1][C:2]1[CH:29]=[C:24]([C:16]2[CH:15]=[C:14]3[C:19]([C:20]([C:21]([NH2:23])=[O:22])=[C:12]([NH:11][C:9]([NH2:8])=[O:10])[NH:13]3)=[CH:18][CH:17]=2)[CH:25]=[CH:26][CH:27]=1)(=[O:7])[CH3:6], predict the reactants needed to synthesize it. The reactants are: [C:1]([O:4][C:5](=[O:7])[CH3:6])(=O)[CH3:2].[NH2:8][C:9]([NH:11][C:12]1[NH:13][C:14]2[C:19]([C:20]=1[C:21]([NH2:23])=[O:22])=[CH:18][CH:17]=[C:16]([C:24]1[CH:29]=C[CH:27]=[C:26](CO)[CH:25]=1)[CH:15]=2)=[O:10]. (7) Given the product [N:7]1[CH:12]=[CH:11][C:10]([N:13]2[CH2:18][CH2:17][CH:16]([O:19][C:20]3[CH:26]=[CH:25][C:23]([NH:24][CH:1]=[O:2])=[CH:22][CH:21]=3)[CH2:15][CH2:14]2)=[CH:9][CH:8]=1, predict the reactants needed to synthesize it. The reactants are: [CH:1](OC(=O)C)=[O:2].[N:7]1[CH:12]=[CH:11][C:10]([N:13]2[CH2:18][CH2:17][CH:16]([O:19][C:20]3[CH:26]=[CH:25][C:23]([NH2:24])=[CH:22][CH:21]=3)[CH2:15][CH2:14]2)=[CH:9][CH:8]=1.